Predict which catalyst facilitates the given reaction. From a dataset of Catalyst prediction with 721,799 reactions and 888 catalyst types from USPTO. (1) Reactant: CO[C:3]1[C:8]2[N:9]=[CH:10][O:11][C:7]=2[CH:6]=[CH:5][CH:4]=1.[OH:12][C:13]1C2N=COC=2C=CC=1.C([O-])([O-])=O.[K+].[K+].IC. Product: [CH3:13][O:12][C:6]1[C:7]2[O:11][CH:10]=[N:9][C:8]=2[CH:3]=[CH:4][CH:5]=1. The catalyst class is: 21. (2) Reactant: [C:1]1([CH:8]=[CH:7][CH:6]=[C:4]([OH:5])[CH:3]=1)[OH:2].Br[CH2:10][CH:11]1[CH2:13][CH2:12]1.C(=O)([O-])[O-].[K+].[K+].Cl. Product: [CH:11]1([CH2:10][O:2][C:1]2[CH:3]=[C:4]([OH:5])[CH:6]=[CH:7][CH:8]=2)[CH2:13][CH2:12]1. The catalyst class is: 18. (3) Reactant: [CH3:1][N:2]1[CH2:7][CH2:6][C:5]([CH2:14][NH2:15])([C:8]2[CH:13]=[CH:12][CH:11]=[CH:10][CH:9]=2)[CH2:4][CH2:3]1.[C:16]([C:18]1[CH:19]=[C:20]([C:28](Cl)=[O:29])[C:21]2[C:26]([CH:27]=1)=[CH:25][CH:24]=[CH:23][CH:22]=2)#[N:17]. Product: [CH3:1][N:2]1[CH2:7][CH2:6][C:5]([C:8]2[CH:13]=[CH:12][CH:11]=[CH:10][CH:9]=2)([CH2:14][NH:15][C:28]([C:20]2[C:21]3[C:26](=[CH:25][CH:24]=[CH:23][CH:22]=3)[CH:27]=[C:18]([C:16]#[N:17])[CH:19]=2)=[O:29])[CH2:4][CH2:3]1. The catalyst class is: 28. (4) Reactant: [CH3:1][C:2]([C:22]1[CH:27]=[CH:26][CH:25]=[CH:24][CH:23]=1)([CH3:21])[CH2:3][C:4](=[O:20])[C:5]([NH:7][C:8]1[CH:9]=[CH:10][C:11]2[C:16](=[O:17])[O:15][N:14]=[C:13]([CH3:18])[C:12]=2[CH:19]=1)=[O:6].[CH3:28][Mg]Br.[Cl-].[NH4+]. Product: [OH:20][C:4]([CH3:28])([CH2:3][C:2]([CH3:1])([C:22]1[CH:23]=[CH:24][CH:25]=[CH:26][CH:27]=1)[CH3:21])[C:5]([NH:7][C:8]1[CH:9]=[CH:10][C:11]2[C:16](=[O:17])[O:15][N:14]=[C:13]([CH3:18])[C:12]=2[CH:19]=1)=[O:6]. The catalyst class is: 7. (5) Product: [CH3:2][O:3][C@H:4]1[CH2:9][CH2:8][CH2:7][CH2:6][C@H:5]1[NH2:10].[ClH:1]. The catalyst class is: 169. Reactant: [ClH:1].[CH3:2][O:3][C@H:4]1[CH2:9][CH2:8][CH2:7][CH2:6][C@H:5]1[NH:10]C(=O)OC(C)(C)C. (6) Reactant: C(O)(C(F)(F)F)=O.C(OC(=O)[NH:14][C:15]1[S:16][CH:17]=[C:18]([CH2:20][CH2:21][O:22][C:23]2[CH:28]=[CH:27][C:26]([F:29])=[CH:25][CH:24]=2)[N:19]=1)(C)(C)C. Product: [F:29][C:26]1[CH:25]=[CH:24][C:23]([O:22][CH2:21][CH2:20][C:18]2[N:19]=[C:15]([NH2:14])[S:16][CH:17]=2)=[CH:28][CH:27]=1. The catalyst class is: 2.